From a dataset of Reaction yield outcomes from USPTO patents with 853,638 reactions. Predict the reaction yield, written as a fraction of the theoretical maximum amount of product (1.0 means a 100% yield; for example, 0.34 means a 34% yield). (1) The reactants are [OH-].[K+].[Br:3][C:4]1[CH:5]=[CH:6][C:7]2[NH:8][C:9]3[C:14]([C:15]=2[CH:16]=1)=[CH:13][C:12]([Br:17])=[CH:11][CH:10]=3.[Br:18][CH2:19][CH2:20][CH2:21]Br. The catalyst is CN(C=O)C.CCOC(C)=O. The product is [Br:17][C:12]1[CH:11]=[CH:10][C:9]2[N:8]([CH2:21][CH2:20][CH2:19][Br:18])[C:7]3[C:15]([C:14]=2[CH:13]=1)=[CH:16][C:4]([Br:3])=[CH:5][CH:6]=3. The yield is 0.286. (2) The reactants are [F:1][C:2]1[CH:3]=[C:4]([C:35]2[C:36]([C:41]#[N:42])=[CH:37][CH:38]=[CH:39][CH:40]=2)[CH:5]=[CH:6][C:7]=1[CH2:8][C:9]1[C:10](=[O:34])[N:11]([C@H:21]2[CH2:26][CH2:25][C@H:24]([O:27][C@H:28]3[C:32](=[O:33])[CH2:31][O:30][CH2:29]3)[CH2:23][CH2:22]2)[C:12]2[N:13]([N:18]=[CH:19][N:20]=2)[C:14]=1[CH2:15][CH2:16][CH3:17].[CH3:43][Mg]Br.[Cl-].[NH4+]. The catalyst is O1CCCC1. The product is [F:1][C:2]1[CH:3]=[C:4]([C:35]2[C:36]([C:41]#[N:42])=[CH:37][CH:38]=[CH:39][CH:40]=2)[CH:5]=[CH:6][C:7]=1[CH2:8][C:9]1[C:10](=[O:34])[N:11]([C@H:21]2[CH2:22][CH2:23][C@H:24]([O:27][CH:28]3[C:32]([OH:33])([CH3:43])[CH2:31][O:30][CH2:29]3)[CH2:25][CH2:26]2)[C:12]2[N:13]([N:18]=[CH:19][N:20]=2)[C:14]=1[CH2:15][CH2:16][CH3:17]. The yield is 0.420. (3) The reactants are C(=O)([O-])[O-].[K+].[K+].F[C:8]1[CH:13]=[CH:12][C:11]([N+:14]([O-:16])=[O:15])=[C:10]([O:17][CH3:18])[CH:9]=1.[N+:19]([C:22]1[CH:27]=[CH:26][CH:25]=[CH:24][C:23]=1[S:28]([N:31]1[CH2:37][C@@H:36]([OH:38])[CH2:35][NH:34][CH2:33][CH2:32]1)(=[O:30])=[O:29])([O-:21])=[O:20].O1CCOCC1. The catalyst is O. The product is [CH3:18][O:17][C:10]1[CH:9]=[C:8]([N:34]2[CH2:35][C@H:36]([OH:38])[CH2:37][N:31]([S:28]([C:23]3[CH:24]=[CH:25][CH:26]=[CH:27][C:22]=3[N+:19]([O-:21])=[O:20])(=[O:29])=[O:30])[CH2:32][CH2:33]2)[CH:13]=[CH:12][C:11]=1[N+:14]([O-:16])=[O:15]. The yield is 0.290. (4) The reactants are [OH:1][CH2:2][CH2:3][CH2:4][CH2:5][CH2:6][CH2:7][C:8]([O:10][CH3:11])=[O:9].CCN(CC)CC.Cl[S:20]([N:23]=C=O)(=[O:22])=[O:21].C(O)=O. The catalyst is C(Cl)Cl. The product is [S:20]([O:1][CH2:2][CH2:3][CH2:4][CH2:5][CH2:6][CH2:7][C:8]([O:10][CH3:11])=[O:9])(=[O:22])(=[O:21])[NH2:23]. The yield is 0.710.